From a dataset of Full USPTO retrosynthesis dataset with 1.9M reactions from patents (1976-2016). Predict the reactants needed to synthesize the given product. (1) Given the product [NH2:17][C@H:10]([C:11]1[S:12][C:13]([Cl:16])=[CH:14][CH:15]=1)[C@@H:9]([C:30]1[CH:29]=[CH:15][CH:11]=[C:10]([Cl:24])[CH:9]=1)[OH:8], predict the reactants needed to synthesize it. The reactants are: [Si]([O:8][CH2:9][C@H:10]([NH:17][S@](C(C)(C)C)=O)[C:11]1[S:12][C:13]([Cl:16])=[CH:14][CH:15]=1)(C(C)(C)C)(C)C.[ClH:24].O1[CH2:30][CH2:29]OCC1. (2) Given the product [Cl:20][C:7]1[N:8]=[C:9]([C:11]2[CH:12]=[N:13][CH:14]=[CH:15][CH:16]=2)[S:10][C:6]=1[N:5]([CH3:17])[C:3](=[O:4])[C:2]([F:18])([F:1])[F:19], predict the reactants needed to synthesize it. The reactants are: [F:1][C:2]([F:19])([F:18])[C:3]([N:5]([CH3:17])[C:6]1[S:10][C:9]([C:11]2[CH:12]=[N:13][CH:14]=[CH:15][CH:16]=2)=[N:8][CH:7]=1)=[O:4].[Cl:20]N1C(=O)CCC1=O.